This data is from Reaction yield outcomes from USPTO patents with 853,638 reactions. The task is: Predict the reaction yield, written as a fraction of the theoretical maximum amount of product (1.0 means a 100% yield; for example, 0.34 means a 34% yield). (1) The reactants are [S:1]1[CH:5]=[C:4]([C:6]([O-:8])=O)[N:3]=[C:2]1[C:9]([O:11][CH2:12][CH3:13])=[O:10].[NH2:14][C@@H:15]([CH3:31])[CH2:16][N:17]1[CH:21]=[CH:20][C:19]([C:22]2[CH:29]=[CH:28][C:25]([C:26]#[N:27])=[C:24]([Cl:30])[CH:23]=2)=[N:18]1. No catalyst specified. The product is [Cl:30][C:24]1[CH:23]=[C:22]([C:19]2[CH:20]=[CH:21][N:17]([CH2:16][C@@H:15]([NH:14][C:6]([C:4]3[N:3]=[C:2]([C:9]([O:11][CH2:12][CH3:13])=[O:10])[S:1][CH:5]=3)=[O:8])[CH3:31])[N:18]=2)[CH:29]=[CH:28][C:25]=1[C:26]#[N:27]. The yield is 0.519. (2) The reactants are [CH3:1][C:2]1[N:3]([CH2:29][C:30]([O:32][CH2:33][CH3:34])=[O:31])[C:4]2[CH2:5][C:6]([CH3:28])([CH3:27])[CH2:7][C:8](=O)[C:9]=2[C:10]=1[S:11][C:12]1[CH:17]=[CH:16][C:15]([S:18]([N:21]2[CH2:25][CH2:24][CH2:23][CH2:22]2)(=[O:20])=[O:19])=[CH:14][CH:13]=1.B.C1COCC1.C(O)C.C(OCC)(=O)C. The catalyst is C1COCC1.[Cl-].[Na+].O. The product is [CH3:1][C:2]1[N:3]([CH2:29][C:30]([O:32][CH2:33][CH3:34])=[O:31])[C:4]2[CH2:5][C:6]([CH3:28])([CH3:27])[CH2:7][CH2:8][C:9]=2[C:10]=1[S:11][C:12]1[CH:13]=[CH:14][C:15]([S:18]([N:21]2[CH2:22][CH2:23][CH2:24][CH2:25]2)(=[O:20])=[O:19])=[CH:16][CH:17]=1. The yield is 0.149. (3) The product is [C:1]([OH:6])(=[O:5])[CH:2]=[CH2:4].[C:1]([O:6][CH3:7])(=[O:5])[CH:2]=[CH2:4].[CH:2](=[O:3])[CH3:1]. No catalyst specified. The yield is 0.680. The reactants are [C:1]([OH:6])(=[O:5])[CH:2]([CH3:4])[OH:3].[C:7]([O-])(=O)C(C)O.[NH4+].C(O)(=O)C=C.P([O-])([O-])([O-])=O.[Al+3].C(=O)C.C(O)(=O)CC.C(=O)=O.C(OC)(=O)C(C)O. (4) The reactants are [CH2:1]1[O:10][C:9]2[CH:8]=[CH:7][C:5]([NH2:6])=[CH:4][C:3]=2[O:2]1.I[CH3:12]. No catalyst specified. The product is [CH3:12][NH:6][C:5]1[CH:7]=[CH:8][C:9]2[O:10][CH2:1][O:2][C:3]=2[CH:4]=1. The yield is 0.180. (5) The reactants are [CH3:1][O:2][C:3](=[O:12])[C:4]1[CH:9]=[CH:8][C:7]([OH:10])=[C:6]([NH2:11])[CH:5]=1.C([O-])([O-])=O.[K+].[K+].Br[CH2:20][CH2:21]Br. The catalyst is CN(C=O)C.C(OCC)C. The product is [CH3:1][O:2][C:3]([C:4]1[CH:9]=[CH:8][C:7]2[O:10][CH2:21][CH2:20][NH:11][C:6]=2[CH:5]=1)=[O:12]. The yield is 0.400. (6) The reactants are C[O:2][C:3]1[CH:4]=[C:5]2[C:10](=[CH:11][CH:12]=1)[C:9]([O:13][C:14]1[CH:19]=[CH:18][C:17]([O:20][CH2:21][CH2:22][N:23]3[CH2:28][CH2:27][CH2:26][CH2:25][CH2:24]3)=[CH:16][CH:15]=1)=[C:8]([C:29]1[CH:30]=[C:31]([CH:37]=[CH:38][CH:39]=1)[C:32]([N:34]([CH3:36])[CH3:35])=[O:33])[CH:7]=[CH:6]2.[ClH:40]. The catalyst is C(OCC)(=O)C.C(OCC)C. The product is [ClH:40].[OH:2][C:3]1[CH:4]=[C:5]2[C:10](=[CH:11][CH:12]=1)[C:9]([O:13][C:14]1[CH:15]=[CH:16][C:17]([O:20][CH2:21][CH2:22][N:23]3[CH2:28][CH2:27][CH2:26][CH2:25][CH2:24]3)=[CH:18][CH:19]=1)=[C:8]([C:29]1[CH:30]=[C:31]([CH:37]=[CH:38][CH:39]=1)[C:32]([N:34]([CH3:35])[CH3:36])=[O:33])[CH:7]=[CH:6]2. The yield is 0.650. (7) The reactants are [NH2:1][C:2]1[CH:3]=[C:4]([CH:20]=[CH:21][CH:22]=1)[O:5][C:6]1[CH:7]=[CH:8][C:9]2[N:10]([CH:12]=[C:13]([C:15]([O:17][CH2:18][CH3:19])=[O:16])[N:14]=2)[N:11]=1.[F:23][C:24]([F:35])([F:34])[C:25]1[CH:26]=[C:27]([CH:31]=[CH:32][CH:33]=1)[C:28](O)=[O:29].ON1C2C=CC=CC=2N=N1.Cl.C(N=C=NCCCN(C)C)C.C(=O)([O-])O.[Na+]. The catalyst is CN(C)C=O. The product is [F:23][C:24]([F:34])([F:35])[C:25]1[CH:26]=[C:27]([CH:31]=[CH:32][CH:33]=1)[C:28]([NH:1][C:2]1[CH:3]=[C:4]([CH:20]=[CH:21][CH:22]=1)[O:5][C:6]1[CH:7]=[CH:8][C:9]2[N:10]([CH:12]=[C:13]([C:15]([O:17][CH2:18][CH3:19])=[O:16])[N:14]=2)[N:11]=1)=[O:29]. The yield is 0.900. (8) The reactants are C(N(CC)C(C)C)(C)C.[NH2:10][C@H:11]([CH2:15][OH:16])[CH:12]([CH3:14])[CH3:13].[O:17]1[CH:21]=[CH:20][CH:19]=[C:18]1[C:22]1[O:26][C:25](=[O:27])[C:24]2([CH2:32][CH2:31][CH2:30][CH2:29][CH2:28]2)[N:23]=1. The catalyst is C(Cl)Cl.C1(C)C=CC=CC=1. The product is [O:17]1[CH:21]=[CH:20][CH:19]=[C:18]1[C:22]([NH:23][C:24]1([C:25]([NH:10][C@H:11]([CH2:15][OH:16])[CH:12]([CH3:14])[CH3:13])=[O:27])[CH2:32][CH2:31][CH2:30][CH2:29][CH2:28]1)=[O:26]. The yield is 0.747. (9) The reactants are [O:1]1[CH2:6][CH2:5][CH:4]([NH:7][C:8]2[N:9]=[CH:10][C:11]3[CH2:17][CH2:16][N:15](C(OC(C)(C)C)=O)[CH2:14][C:12]=3[N:13]=2)[CH2:3][CH2:2]1.C(Cl)Cl.Cl.O1CCOCC1. The catalyst is CCOCC.CO.CO. The product is [O:1]1[CH2:2][CH2:3][CH:4]([NH:7][C:8]2[N:9]=[CH:10][C:11]3[CH2:17][CH2:16][NH:15][CH2:14][C:12]=3[N:13]=2)[CH2:5][CH2:6]1. The yield is 0.770. (10) The reactants are [Sn](Cl)Cl.[Br:4][C:5]1[CH:6]=[CH:7][C:8]([N+:13]([O-])=O)=[C:9]([CH:12]=1)[CH:10]=O.O=[C:17]([CH2:23][CH3:24])[C:18]([O:20][CH2:21][CH3:22])=[O:19]. The catalyst is C(OCC)C.C(O)C.[Cl-].[Zn+2].[Cl-]. The product is [Br:4][C:5]1[CH:12]=[C:9]2[C:8](=[CH:7][CH:6]=1)[N:13]=[C:17]([C:18]([O:20][CH2:21][CH3:22])=[O:19])[C:23]([CH3:24])=[CH:10]2. The yield is 0.180.